From a dataset of Full USPTO retrosynthesis dataset with 1.9M reactions from patents (1976-2016). Predict the reactants needed to synthesize the given product. (1) Given the product [F:19][C:20]1[CH:21]=[C:22]([N+:27]([O-:29])=[O:28])[CH:23]=[CH:24][C:25]=1[CH:4]([C:3]([O:11][CH2:12][C:13]1[CH:14]=[CH:15][CH:16]=[CH:17][CH:18]=1)=[O:10])[C:5]([O:7][CH2:8][CH3:9])=[O:6], predict the reactants needed to synthesize it. The reactants are: [H-].[Na+].[C:3]([O:11][CH2:12][C:13]1[CH:18]=[CH:17][CH:16]=[CH:15][CH:14]=1)(=[O:10])[CH2:4][C:5]([O:7][CH2:8][CH3:9])=[O:6].[F:19][C:20]1[CH:21]=[C:22]([N+:27]([O-:29])=[O:28])[CH:23]=[CH:24][C:25]=1F. (2) The reactants are: C1(COC2C(C3N(C[C:14]4[CH:32]=[CH:31][C:30](CCC(O)=O)=[CH:29][CH:15]=4)[C:15]4[CH:29]=[C:30](F)[C:31](F)=[CH:32][C:14]=4N=3)=CC=CN=2)CC1.[Cl:35][C:36]1[CH:41]=[CH:40][C:39]([C:42]2[N:46]([CH2:47][CH:48]3CCCCC3)[C:45]3[CH:54]=[C:55]([F:59])[C:56]([F:58])=[CH:57][C:44]=3[N:43]=2)=[C:38]([O:60][CH2:61]C2C=CC=CC=2Cl)[CH:37]=1.BrCCC1CCCCC1. Given the product [Cl:35][C:36]1[CH:41]=[CH:40][C:39]([C:42]2[N:46]([CH2:47][CH2:48][CH:14]3[CH2:32][CH2:31][CH2:30][CH2:29][CH2:15]3)[C:45]3[CH:54]=[C:55]([F:59])[C:56]([F:58])=[CH:57][C:44]=3[N:43]=2)=[C:38]([O:60][CH3:61])[CH:37]=1, predict the reactants needed to synthesize it. (3) Given the product [Br:1][C:2]1[CH:16]=[CH:15][C:14]([F:17])=[CH:13][C:3]=1/[CH:4]=[CH:18]/[C@H:20]1[CH2:24][CH2:23][CH2:22][N:21]1[C:25]([O:27][C:28]([CH3:29])([CH3:31])[CH3:30])=[O:26], predict the reactants needed to synthesize it. The reactants are: [Br:1][C:2]1[CH:16]=[CH:15][C:14]([F:17])=[CH:13][C:3]=1[CH2:4]P(=O)(OCC)OCC.[CH:18]([C@H:20]1[CH2:24][CH2:23][CH2:22][N:21]1[C:25]([O:27][C:28]([CH3:31])([CH3:30])[CH3:29])=[O:26])=O.[H-].[Na+]. (4) Given the product [F:15][C:14]([F:17])([F:16])[C:12]1[CH:11]=[C:10]([C:18]2[CH:23]=[CH:22][C:21]([C:24]([F:27])([F:26])[F:25])=[CH:20][CH:19]=2)[N:9]=[C:8]([C:6]2[CH:5]=[CH:4][N:3]=[C:2]([C:32]3[CH:31]=[N:30][C:29]([NH2:28])=[CH:34][CH:33]=3)[CH:7]=2)[N:13]=1, predict the reactants needed to synthesize it. The reactants are: Cl[C:2]1[CH:7]=[C:6]([C:8]2[N:13]=[C:12]([C:14]([F:17])([F:16])[F:15])[CH:11]=[C:10]([C:18]3[CH:23]=[CH:22][C:21]([C:24]([F:27])([F:26])[F:25])=[CH:20][CH:19]=3)[N:9]=2)[CH:5]=[CH:4][N:3]=1.[NH2:28][C:29]1[CH:34]=[CH:33][C:32](B2OC(C)(C)C(C)(C)O2)=[CH:31][N:30]=1. (5) Given the product [CH3:13][O:14][C:15](=[O:45])[CH2:16][C@H:17]1[C:21]2[CH:22]=[CH:23][C:24]([O:26][C@H:27]3[C:35]4[C:30](=[C:31]([C:2]5[C:11]6[C:6](=[CH:7][CH:8]=[CH:9][C:10]=6[CH3:12])[CH:5]=[CH:4][CH:3]=5)[CH:32]=[CH:33][CH:34]=4)[CH2:29][CH2:28]3)=[CH:25][C:20]=2[O:19][CH2:18]1, predict the reactants needed to synthesize it. The reactants are: Br[C:2]1[C:11]2[C:6](=[CH:7][CH:8]=[CH:9][C:10]=2[CH3:12])[CH:5]=[CH:4][CH:3]=1.[CH3:13][O:14][C:15](=[O:45])[CH2:16][C@H:17]1[C:21]2[CH:22]=[CH:23][C:24]([O:26][C@H:27]3[C:35]4[C:30](=[C:31](B5OC(C)(C)C(C)(C)O5)[CH:32]=[CH:33][CH:34]=4)[CH2:29][CH2:28]3)=[CH:25][C:20]=2[O:19][CH2:18]1. (6) Given the product [Cl:9][C:6]1[N:5]=[CH:4][C:3]([C:10]([N:12]2[CH2:17][CH2:16][CH:15]([C:18]3[CH:23]=[CH:22][C:21]([F:24])=[CH:20][CH:19]=3)[CH2:14][CH2:13]2)=[O:11])=[C:2]([NH:28][C:27]2[CH:29]=[CH:30][C:31]([CH3:33])=[CH:32][C:26]=2[F:25])[C:7]=1[CH3:8], predict the reactants needed to synthesize it. The reactants are: Cl[C:2]1[C:7]([CH3:8])=[C:6]([Cl:9])[N:5]=[CH:4][C:3]=1[C:10]([N:12]1[CH2:17][CH2:16][CH:15]([C:18]2[CH:23]=[CH:22][C:21]([F:24])=[CH:20][CH:19]=2)[CH2:14][CH2:13]1)=[O:11].[F:25][C:26]1[CH:32]=[C:31]([CH3:33])[CH:30]=[CH:29][C:27]=1[NH2:28]. (7) Given the product [C:1]([O:5][C:6]([C@@H:7]1[CH2:11][CH2:10][C:9](=[O:12])[N:8]1[C:27](=[O:28])[C:26]1[CH:30]=[CH:31][CH:32]=[CH:33][C:25]=1[N:22]=[N+:23]=[N-:24])=[O:13])([CH3:4])([CH3:2])[CH3:3], predict the reactants needed to synthesize it. The reactants are: [C:1]([O:5][C:6](=[O:13])[C@@H:7]1[CH2:11][CH2:10][C:9](=[O:12])[NH:8]1)([CH3:4])([CH3:3])[CH3:2].[Li+].CC([N-]C(C)C)C.[N:22]([C:25]1[CH:33]=[CH:32][CH:31]=[CH:30][C:26]=1[C:27](Cl)=[O:28])=[N+:23]=[N-:24]. (8) Given the product [N:18]1([C:22]2[N:30]([CH2:31][CH:32]=[C:33]([CH3:35])[CH3:34])[C:29]3[C:28](=[O:36])[N:27]([CH2:37][C:38]4[C:47]5[C:42](=[CH:43][CH:44]=[CH:45][CH:46]=5)[CH:41]=[CH:40][N:39]=4)[CH:26]=[N:25][C:24]=3[CH:23]=2)[CH2:19][CH2:20][CH2:21][NH:15][CH2:16][CH2:17]1, predict the reactants needed to synthesize it. The reactants are: FC(F)(F)C(O)=O.C(OC([N:15]1[CH2:21][CH2:20][CH2:19][N:18]([C:22]2[N:30]([CH2:31][CH:32]=[C:33]([CH3:35])[CH3:34])[C:29]3[C:28](=[O:36])[N:27]([CH2:37][C:38]4[C:47]5[C:42](=[CH:43][CH:44]=[CH:45][CH:46]=5)[CH:41]=[CH:40][N:39]=4)[CH:26]=[N:25][C:24]=3[CH:23]=2)[CH2:17][CH2:16]1)=O)(C)(C)C. (9) Given the product [F:1][C:2]([F:14])([F:15])[CH2:3][O:4][C:5]1[CH:10]=[CH:9][C:8]([NH2:11])=[CH:7][CH:6]=1, predict the reactants needed to synthesize it. The reactants are: [F:1][C:2]([F:15])([F:14])[CH2:3][O:4][C:5]1[CH:10]=[CH:9][C:8]([N+:11]([O-])=O)=[CH:7][CH:6]=1.[H][H].